From a dataset of Retrosynthesis with 50K atom-mapped reactions and 10 reaction types from USPTO. Predict the reactants needed to synthesize the given product. (1) Given the product O=C(CO[C@H]1CC[C@H](Nc2ccc([N+](=O)[O-])c(C(F)(F)F)c2)CC1)N1CCN(c2ccc(C(F)(F)F)cc2)CC1, predict the reactants needed to synthesize it. The reactants are: O=C(CCl)N1CCN(c2ccc(C(F)(F)F)cc2)CC1.O=[N+]([O-])c1ccc(N[C@H]2CC[C@H](O)CC2)cc1C(F)(F)F. (2) Given the product COC(=O)c1c(C)cccc1CBr, predict the reactants needed to synthesize it. The reactants are: COC(=O)c1c(C)cccc1C.O=C1CCC(=O)N1Br. (3) Given the product Cn1ncc2c(C#Cc3cc(N)ccc3F)cncc21, predict the reactants needed to synthesize it. The reactants are: C[Si](C)(C)C#Cc1cc(N)ccc1F.Cn1ncc2c(Br)cncc21. (4) Given the product C=C(C)CN(CC)C(=O)[C@@H]1C[C@H]1c1nc(SCc2cccc(F)c2F)nc(O)c1C#N, predict the reactants needed to synthesize it. The reactants are: C=C(C)CNCC.N#Cc1c(O)nc(SCc2cccc(F)c2F)nc1[C@@H]1C[C@H]1C(=O)O.